Dataset: Reaction yield outcomes from USPTO patents with 853,638 reactions. Task: Predict the reaction yield, written as a fraction of the theoretical maximum amount of product (1.0 means a 100% yield; for example, 0.34 means a 34% yield). The reactants are [CH3:1][O:2][C:3]1[C:4](=[O:28])[C:5]([C:24]([O:26]C)=[O:25])=[N:6][N:7]([C:9]2[C:22]([F:23])=[CH:21][C:12]3[O:13][C:14]([F:20])([F:19])[C:15]([F:18])([F:17])[O:16][C:11]=3[CH:10]=2)[CH:8]=1.[OH-].[Na+].Cl. The catalyst is CO. The product is [CH3:1][O:2][C:3]1[C:4](=[O:28])[C:5]([C:24]([OH:26])=[O:25])=[N:6][N:7]([C:9]2[C:22]([F:23])=[CH:21][C:12]3[O:13][C:14]([F:20])([F:19])[C:15]([F:18])([F:17])[O:16][C:11]=3[CH:10]=2)[CH:8]=1. The yield is 0.940.